This data is from Reaction yield outcomes from USPTO patents with 853,638 reactions. The task is: Predict the reaction yield, written as a fraction of the theoretical maximum amount of product (1.0 means a 100% yield; for example, 0.34 means a 34% yield). (1) The yield is 0.970. The catalyst is C1COCC1. The product is [C@H:1]1([NH:10][CH:13]=[CH:14][CH:15]=[C:16]([C:17]([O:19][CH3:20])=[O:18])[C:21]([O:23][CH3:24])=[O:22])[C:9]2[C:4](=[CH:5][CH:6]=[CH:7][CH:8]=2)[CH2:3][CH2:2]1. The reactants are [C@H:1]1([NH2:10])[C:9]2[C:4](=[CH:5][CH:6]=[CH:7][CH:8]=2)[CH2:3][CH2:2]1.CO[CH:13]=[CH:14][CH:15]=[C:16]([C:21]([O:23][CH3:24])=[O:22])[C:17]([O:19][CH3:20])=[O:18]. (2) The reactants are C(O[C:4]([CH:6]1[CH2:11][CH2:10][N:9]([C:12]([O:14][C:15]([CH3:18])([CH3:17])[CH3:16])=[O:13])[CH2:8][CH2:7]1)=[O:5])C.[C:19]([O:22][CH2:23][CH3:24])(=[O:21])[CH3:20].CC(C)([O-])C.[K+].O. The catalyst is CN(C=O)C. The product is [C:15]([O:14][C:12]([N:9]1[CH2:8][CH2:7][CH:6]([C:4](=[O:5])[CH2:20][C:19]([O:22][CH2:23][CH3:24])=[O:21])[CH2:11][CH2:10]1)=[O:13])([CH3:16])([CH3:17])[CH3:18]. The yield is 0.470. (3) The reactants are [NH2:1][C:2]1[N:7]=[CH:6][N:5]=[C:4]2[N:8]([CH2:25][C@@H:26]3[CH2:30][CH2:29][CH2:28][N:27]3[C:31](=[O:35])[CH2:32][C:33]#[N:34])[N:9]=[C:10]([C:11]3[CH:16]=[CH:15][C:14]([O:17][C:18]4[CH:23]=[CH:22][CH:21]=[CH:20][CH:19]=4)=[CH:13][C:12]=3[F:24])[C:3]=12.[CH:36]1([NH:39][C:40]([CH3:44])([CH3:43])[CH:41]=O)[CH2:38][CH2:37]1. The catalyst is N1CCCCC1.CC#N. The product is [NH2:1][C:2]1[N:7]=[CH:6][N:5]=[C:4]2[N:8]([CH2:25][C@@H:26]3[CH2:30][CH2:29][CH2:28][N:27]3[C:31]([C:32](=[CH:41][C:40]([NH:39][CH:36]3[CH2:38][CH2:37]3)([CH3:44])[CH3:43])[C:33]#[N:34])=[O:35])[N:9]=[C:10]([C:11]3[CH:16]=[CH:15][C:14]([O:17][C:18]4[CH:19]=[CH:20][CH:21]=[CH:22][CH:23]=4)=[CH:13][C:12]=3[F:24])[C:3]=12. The yield is 0.270. (4) The reactants are [CH3:1][C:2]1[NH:6][C:5]2[C:7]([C:17]([O:19][CH3:20])=[O:18])=[CH:8][C:9]([N:11]3[CH2:16][CH2:15][O:14][CH2:13][CH2:12]3)=[CH:10][C:4]=2[N:3]=1.Br[CH2:22][C:23]1[CH:28]=[CH:27][CH:26]=[C:25]([C:29]([F:32])([F:31])[F:30])[C:24]=1[CH3:33].C([O-])([O-])=O.[K+].[K+].O. The yield is 0.290. The product is [CH3:1][C:2]1[N:3]([CH2:22][C:23]2[CH:28]=[CH:27][CH:26]=[C:25]([C:29]([F:30])([F:31])[F:32])[C:24]=2[CH3:33])[C:4]2[CH:10]=[C:9]([N:11]3[CH2:12][CH2:13][O:14][CH2:15][CH2:16]3)[CH:8]=[C:7]([C:17]([O:19][CH3:20])=[O:18])[C:5]=2[N:6]=1. The catalyst is CN(C=O)C.CO. (5) The reactants are [Cl:1][C:2]1[CH:3]=[C:4]([CH:8]=[C:9]([O:11][C:12]([F:15])([F:14])[F:13])[CH:10]=1)[C:5](O)=[O:6].B.C1COCC1. The catalyst is C1COCC1. The product is [Cl:1][C:2]1[CH:3]=[C:4]([CH:8]=[C:9]([O:11][C:12]([F:13])([F:14])[F:15])[CH:10]=1)[CH2:5][OH:6]. The yield is 1.00. (6) The reactants are [F:1][C:2]1[CH:7]=[C:6]([F:8])[CH:5]=[CH:4][C:3]=1[C:9]1[C:10]2[CH:25]=[C:24]([C:26]([O:28][CH2:29][CH3:30])=[O:27])[S:23][C:11]=2[N:12](CC2C=CC(OC)=CC=2)[N:13]=1. The catalyst is ClCCCl.FC(F)(F)C(O)=O. The product is [F:1][C:2]1[CH:7]=[C:6]([F:8])[CH:5]=[CH:4][C:3]=1[C:9]1[C:10]2[CH:25]=[C:24]([C:26]([O:28][CH2:29][CH3:30])=[O:27])[S:23][C:11]=2[NH:12][N:13]=1. The yield is 0.990.